Dataset: Full USPTO retrosynthesis dataset with 1.9M reactions from patents (1976-2016). Task: Predict the reactants needed to synthesize the given product. (1) Given the product [C:34]([C:31]1[CH:30]=[CH:29][C:28]([C:23]2[CH:24]=[CH:25][C:26]([CH3:27])=[C:21]([CH2:20][N:13]3[C:14]4[C:19](=[CH:18][CH:17]=[CH:16][CH:15]=4)[C:11]([C:8]4[CH:7]=[CH:6][C:5]([C:1]([CH3:2])([CH3:3])[CH3:4])=[CH:10][CH:9]=4)=[C:12]3[C:38]([OH:40])=[O:39])[CH:22]=2)=[CH:33][CH:32]=1)([OH:36])=[O:35], predict the reactants needed to synthesize it. The reactants are: [C:1]([C:5]1[CH:10]=[CH:9][C:8]([C:11]2[C:19]3[C:14](=[CH:15][CH:16]=[CH:17][CH:18]=3)[N:13]([CH2:20][C:21]3[CH:22]=[C:23]([C:28]4[CH:33]=[CH:32][C:31]([C:34]([O:36]C)=[O:35])=[CH:30][CH:29]=4)[CH:24]=[CH:25][C:26]=3[CH3:27])[C:12]=2[C:38]([O:40]CC)=[O:39])=[CH:7][CH:6]=1)([CH3:4])([CH3:3])[CH3:2].[OH-].[Na+].Cl. (2) Given the product [C:1]1([CH2:7][CH2:8][CH2:9][CH:10]([NH:20][C:21](=[O:38])[CH2:22][C:23]([N:25]2[CH2:30][CH2:29][NH:28][CH2:27][CH2:26]2)=[O:24])[CH2:11][CH2:12][CH2:13][C:14]2[CH:15]=[CH:16][CH:17]=[CH:18][CH:19]=2)[CH:2]=[CH:3][CH:4]=[CH:5][CH:6]=1, predict the reactants needed to synthesize it. The reactants are: [C:1]1([CH2:7][CH2:8][CH2:9][CH:10]([NH:20][C:21](=[O:38])[CH2:22][C:23]([N:25]2[CH2:30][CH2:29][N:28](C(OC(C)(C)C)=O)[CH2:27][CH2:26]2)=[O:24])[CH2:11][CH2:12][CH2:13][C:14]2[CH:19]=[CH:18][CH:17]=[CH:16][CH:15]=2)[CH:6]=[CH:5][CH:4]=[CH:3][CH:2]=1.FC(F)(F)C(O)=O.